Dataset: Forward reaction prediction with 1.9M reactions from USPTO patents (1976-2016). Task: Predict the product of the given reaction. (1) Given the reactants ClC1C=CC(C(C2C=CC(OC(C)(C)C([NH:16][CH2:17][CH2:18][NH:19][C:20](=[O:42])[CH2:21][CH2:22]/[CH:23]=[CH:24]\[CH2:25]/[CH:26]=[CH:27]\[CH2:28]/[CH:29]=[CH:30]\[CH2:31]/[CH:32]=[CH:33]\[CH2:34]/[CH:35]=[CH:36]\[CH2:37]/[CH:38]=[CH:39]\[CH2:40][CH3:41])=O)=CC=2)=O)=CC=1.[CH3:49][C:50]1[CH:65]=[CH:64][C:63]([CH3:66])=[CH:62][C:51]=1[O:52][CH2:53][CH2:54][CH2:55][C:56]([CH3:61])([CH3:60])[C:57]([OH:59])=O, predict the reaction product. The product is: [CH3:49][C:50]1[CH:65]=[CH:64][C:63]([CH3:66])=[CH:62][C:51]=1[O:52][CH2:53][CH2:54][CH2:55][C:56]([CH3:61])([CH3:60])[C:57]([NH:16][CH2:17][CH2:18][NH:19][C:20](=[O:42])[CH2:21][CH2:22]/[CH:23]=[CH:24]\[CH2:25]/[CH:26]=[CH:27]\[CH2:28]/[CH:29]=[CH:30]\[CH2:31]/[CH:32]=[CH:33]\[CH2:34]/[CH:35]=[CH:36]\[CH2:37]/[CH:38]=[CH:39]\[CH2:40][CH3:41])=[O:59]. (2) Given the reactants [C:1]([C@@H:4]1[CH2:8][C:7]([F:10])([F:9])[CH2:6][N:5]1C(OC(C)(C)C)=O)(=[O:3])[NH2:2].[ClH:18], predict the reaction product. The product is: [ClH:18].[F:9][C:7]1([F:10])[CH2:6][NH:5][C@H:4]([C:1]([NH2:2])=[O:3])[CH2:8]1. (3) The product is: [CH:1]1([C:6]2[CH:7]=[CH:8][C:9]3[O:13][C:12]4[CH:14]=[C:15]([S:18]([NH:21][C@@H:22]([CH:27]([CH3:28])[CH3:29])[C:23]([O:25][CH3:26])=[O:24])(=[O:20])=[O:19])[CH:16]=[CH:17][C:11]=4[C:10]=3[CH:30]=2)[CH2:2][CH2:3][CH2:4][CH2:5]1. Given the reactants [C:1]1([C:6]2[CH:7]=[CH:8][C:9]3[O:13][C:12]4[CH:14]=[C:15]([S:18]([NH:21][C@@H:22]([CH:27]([CH3:29])[CH3:28])[C:23]([O:25][CH3:26])=[O:24])(=[O:20])=[O:19])[CH:16]=[CH:17][C:11]=4[C:10]=3[CH:30]=2)[CH2:5][CH2:4][CH2:3][CH:2]=1.[H][H], predict the reaction product. (4) Given the reactants Br[C:2]1[C:21](=[O:22])[N:20]([CH2:23][CH3:24])[C:5]2[N:6]=[C:7]([NH:10][CH2:11][CH2:12][CH:13]3[CH2:18][CH2:17][N:16]([CH3:19])[CH2:15][CH2:14]3)[N:8]=[CH:9][C:4]=2[CH:3]=1.[CH:25]1([S:28]([C:31]2[CH:36]=[CH:35][C:34](B(O)O)=[CH:33][CH:32]=2)(=[O:30])=[O:29])[CH2:27][CH2:26]1.P([O-])([O-])([O-])=O.[K+].[K+].[K+], predict the reaction product. The product is: [CH:25]1([S:28]([C:31]2[CH:36]=[CH:35][C:34]([C:2]3[C:21](=[O:22])[N:20]([CH2:23][CH3:24])[C:5]4[N:6]=[C:7]([NH:10][CH2:11][CH2:12][CH:13]5[CH2:18][CH2:17][N:16]([CH3:19])[CH2:15][CH2:14]5)[N:8]=[CH:9][C:4]=4[CH:3]=3)=[CH:33][CH:32]=2)(=[O:29])=[O:30])[CH2:27][CH2:26]1. (5) Given the reactants [Br:1][C:2]1[CH:11]=[C:10]2[C:5]([C:6]([NH:15][CH2:16][CH2:17][NH:18][C:19](=[O:25])[O:20][C:21]([CH3:24])([CH3:23])[CH3:22])=[C:7]([N+:12]([O-])=O)[CH:8]=[N:9]2)=[CH:4][CH:3]=1, predict the reaction product. The product is: [NH2:12][C:7]1[CH:8]=[N:9][C:10]2[C:5]([C:6]=1[NH:15][CH2:16][CH2:17][NH:18][C:19](=[O:25])[O:20][C:21]([CH3:22])([CH3:23])[CH3:24])=[CH:4][CH:3]=[C:2]([Br:1])[CH:11]=2. (6) Given the reactants [O:1]1[C:5]2[CH:6]=[CH:7][CH:8]=[CH:9][C:4]=2[CH:3]=[CH:2]1.[C:10]([O:14][C:15]([N:17]1[CH2:22][CH2:21][CH2:20][CH2:19][CH:18]1[C:23](=[O:28])N(OC)C)=[O:16])([CH3:13])([CH3:12])[CH3:11].[Cl-].[NH4+], predict the reaction product. The product is: [O:1]1[C:5]2[CH:6]=[CH:7][CH:8]=[CH:9][C:4]=2[CH:3]=[C:2]1[C:23]([CH:18]1[CH2:19][CH2:20][CH2:21][CH2:22][N:17]1[C:15]([O:14][C:10]([CH3:13])([CH3:12])[CH3:11])=[O:16])=[O:28]. (7) Given the reactants [C:1]([O:5][C:6]([NH:8][C:9]([C:18]1[CH:23]=[C:22]([F:24])[CH:21]=[C:20]([F:25])[CH:19]=1)([CH3:17])[C:10](OC(C)(C)C)=[O:11])=[O:7])([CH3:4])([CH3:3])[CH3:2].[H-].[H-].[H-].[H-].[Li+].[Al+3], predict the reaction product. The product is: [C:1]([O:5][C:6](=[O:7])[NH:8][C:9]([C:18]1[CH:23]=[C:22]([F:24])[CH:21]=[C:20]([F:25])[CH:19]=1)([CH3:17])[CH:10]=[O:11])([CH3:2])([CH3:3])[CH3:4]. (8) Given the reactants [CH:1]12[CH2:10][CH:5]3[CH2:6][CH:7]([CH2:9][CH:3]([CH2:4]3)[CH:2]1[NH:11][C:12](=[O:25])[C:13]1[CH:18]=[CH:17][CH:16]=[C:15]([N:19]3[CH2:24][CH2:23][NH:22][CH2:21][CH2:20]3)[N:14]=1)[CH2:8]2.[CH3:26][O:27][C:28](=[O:32])[CH2:29][CH2:30]Br.C(=O)([O-])[O-].[K+].[K+], predict the reaction product. The product is: [CH:1]12[CH2:10][CH:5]3[CH2:6][CH:7]([CH2:9][CH:3]([CH2:4]3)[CH:2]1[NH:11][C:12]([C:13]1[N:14]=[C:15]([N:19]3[CH2:20][CH2:21][N:22]([CH2:30][CH2:29][C:28]([O:27][CH3:26])=[O:32])[CH2:23][CH2:24]3)[CH:16]=[CH:17][CH:18]=1)=[O:25])[CH2:8]2. (9) Given the reactants CC1(C)OB([C:7]2[CH:12]=[CH:11][N:10]=[C:9]([C:13]#[N:14])[CH:8]=2)OC1(C)C.Br[C:19]1[CH:24]=[CH:23][C:22]([C:25]([F:28])([F:27])[F:26])=[CH:21][N:20]=1.C(=O)([O-])[O-].[K+].[K+], predict the reaction product. The product is: [F:26][C:25]([F:28])([F:27])[C:22]1[CH:23]=[CH:24][C:19]([C:7]2[CH:12]=[CH:11][N:10]=[C:9]([C:13]#[N:14])[CH:8]=2)=[N:20][CH:21]=1.